Dataset: Experimentally validated miRNA-target interactions with 360,000+ pairs, plus equal number of negative samples. Task: Binary Classification. Given a miRNA mature sequence and a target amino acid sequence, predict their likelihood of interaction. (1) The miRNA is hsa-miR-6733-5p with sequence UGGGAAAGACAAACUCAGAGUU. The protein sequence of the target gene is MPFLLGLRQDKEACVGTNNQSYICDTGHCCGQSQCCNYYYELWWFWLVWTIIIILSCCCVCHHRRAKHRLQAQQRQHEINLIAYREAHNYSALPFYFRFLPNYLLPPYEEVVNRPPTPPPPYSAFQLQQQQLLPPQCGPAGGSPPGIDPTRGSQGAQSSPLSEPSRSSTRPPSIADPDPSDLPVDRAATKAPGMEPSGSVAGLGELDPGAFLDKDAECREELLKDDSSEHGAPDSKEKTPGRHRRFTGDSGIEVCVCNRGHHDDDLKEFNTLIDDALDGPLDFCDSCHVRPPGDEEEGLC.... Result: 1 (interaction). (2) The miRNA is hsa-miR-1908-5p with sequence CGGCGGGGACGGCGAUUGGUC. The protein sequence of the target gene is MTSSRLWFSLLLAAAFAGRATALWPWPQNFQTSDQRYVLYPNNFQFQYDVSSAAQPGCSVLDEAFQRYRDLLFGSGSWPRPYLTGKRHTLEKNVLVVSVVTPGCNQLPTLESVENYTLTINDDQCLLLSETVWGALRGLETFSQLVWKSAEGTFFINKTEIEDFPRFPHRGLLLDTSRHYLPLSSILDTLDVMAYNKLNVFHWHLVDDPSFPYESFTFPELMRKGSYNPVTHIYTAQDVKEVIEYARLRGIRVLAEFDTPGHTLSWGPGIPGLLTPCYSGSEPSGTFGPVNPSLNNTYEF.... Result: 1 (interaction).